Task: Regression. Given a peptide amino acid sequence and an MHC pseudo amino acid sequence, predict their binding affinity value. This is MHC class II binding data.. Dataset: Peptide-MHC class II binding affinity with 134,281 pairs from IEDB (1) The peptide sequence is GKCDSAGRSRRSRRA. The MHC is HLA-DQA10501-DQB10402 with pseudo-sequence HLA-DQA10501-DQB10402. The binding affinity (normalized) is 0. (2) The peptide sequence is AFILDGDNLFLKV. The MHC is HLA-DQA10501-DQB10201 with pseudo-sequence HLA-DQA10501-DQB10201. The binding affinity (normalized) is 0.343. (3) The peptide sequence is KLKIQNVIIDECYGA. The MHC is DRB1_1302 with pseudo-sequence DRB1_1302. The binding affinity (normalized) is 0.385. (4) The peptide sequence is SNKAFAEGLSGEPKG. The MHC is HLA-DPA10103-DPB10201 with pseudo-sequence HLA-DPA10103-DPB10201. The binding affinity (normalized) is 0.158.